This data is from Forward reaction prediction with 1.9M reactions from USPTO patents (1976-2016). The task is: Predict the product of the given reaction. (1) The product is: [CH2:21]([O:20][C:12]1[CH:11]=[C:10]([CH2:9][OH:8])[CH:15]=[C:14]([O:16][CH2:17][CH3:18])[C:13]=1[F:19])[CH3:22]. Given the reactants C([Si]([O:8][CH2:9][C:10]1[CH:15]=[C:14]([O:16][CH2:17][CH3:18])[C:13]([F:19])=[C:12]([O:20][CH2:21][CH3:22])[CH:11]=1)(C)C)(C)(C)C, predict the reaction product. (2) Given the reactants [CH:1]12[CH:6]([NH:7][C:8](=[O:14])[O:9][C:10]([CH3:13])([CH3:12])[CH3:11])[CH:5]1[CH2:4][NH:3][CH2:2]2.Br[CH2:16][CH2:17][OH:18].C(Cl)(Cl)Cl.CO, predict the reaction product. The product is: [OH:18][CH2:17][CH2:16][N:3]1[CH2:2][CH:1]2[CH:5]([CH:6]2[NH:7][C:8](=[O:14])[O:9][C:10]([CH3:11])([CH3:13])[CH3:12])[CH2:4]1.